Dataset: Full USPTO retrosynthesis dataset with 1.9M reactions from patents (1976-2016). Task: Predict the reactants needed to synthesize the given product. (1) The reactants are: [NH:1]1[CH2:4][CH:3]([N:5]2[C:9]([C:10]3[CH:33]=[C:32]([Cl:34])[CH:31]=[CH:30][C:11]=3[O:12][C:13]3[C:18]([F:19])=[CH:17][C:16]([S:20]([NH:23][C:24]4[S:28][N:27]=[CH:26][N:25]=4)(=[O:22])=[O:21])=[C:15]([F:29])[CH:14]=3)=[CH:8][CH:7]=[N:6]2)[CH2:2]1.Cl[CH2:36]Cl.C=O.C(O[BH-](OC(=O)C)OC(=O)C)(=O)C.[Na+]. Given the product [Cl:34][C:32]1[CH:31]=[CH:30][C:11]([O:12][C:13]2[C:18]([F:19])=[CH:17][C:16]([S:20]([NH:23][C:24]3[S:28][N:27]=[CH:26][N:25]=3)(=[O:21])=[O:22])=[C:15]([F:29])[CH:14]=2)=[C:10]([C:9]2[N:5]([CH:3]3[CH2:2][N:1]([CH3:36])[CH2:4]3)[N:6]=[CH:7][CH:8]=2)[CH:33]=1, predict the reactants needed to synthesize it. (2) Given the product [CH3:1][O:2][C:3]1[CH:4]=[C:5]2[C:10](=[CH:11][C:12]=1[O:13][CH3:14])[N:9]=[CH:8][N:7]=[C:6]2[O:15][C:16]1[CH:22]=[CH:21][C:19]([NH:20][C:27](=[O:33])[O:28][CH:29]2[CH2:39][CH2:40][O:35][CH2:36][CH2:37]2)=[CH:18][CH:17]=1, predict the reactants needed to synthesize it. The reactants are: [CH3:1][O:2][C:3]1[CH:4]=[C:5]2[C:10](=[CH:11][C:12]=1[O:13][CH3:14])[N:9]=[CH:8][N:7]=[C:6]2[O:15][C:16]1[CH:22]=[CH:21][C:19]([NH2:20])=[CH:18][CH:17]=1.ClC(Cl)(O[C:27](=[O:33])[O:28][C:29](Cl)(Cl)Cl)Cl.[O:35]1[CH2:40][CH2:39]C(O)[CH2:37][CH2:36]1.C(=O)(O)[O-].[Na+]. (3) The reactants are: [C:1]1([C:7]2[N:12]3[N:13]=[C:14]([NH:16][CH:17]4[CH2:22][CH2:21][CH:20]([C:23](O)=[O:24])[CH2:19][CH2:18]4)[N:15]=[C:11]3[CH:10]=[CH:9][CH:8]=2)[CH:6]=[CH:5][CH:4]=[CH:3][CH:2]=1.C[N:27]1CCOCC1.[Cl-].[NH4+]. Given the product [C:1]1([C:7]2[N:12]3[N:13]=[C:14]([NH:16][C@@H:17]4[CH2:18][CH2:19][C@H:20]([C:23]([NH2:27])=[O:24])[CH2:21][CH2:22]4)[N:15]=[C:11]3[CH:10]=[CH:9][CH:8]=2)[CH:2]=[CH:3][CH:4]=[CH:5][CH:6]=1, predict the reactants needed to synthesize it. (4) The reactants are: [N+:1]([C:4]1[CH:9]=[CH:8][CH:7]=[CH:6][C:5]=1[S:10]([NH:13][C:14]1[CH:19]=[CH:18][CH:17]=[C:16]([S:20][C:21]([F:24])([F:23])[F:22])[CH:15]=1)(=[O:12])=[O:11])([O-])=O. Given the product [NH2:1][C:4]1[CH:9]=[CH:8][CH:7]=[CH:6][C:5]=1[S:10]([NH:13][C:14]1[CH:19]=[CH:18][CH:17]=[C:16]([S:20][C:21]([F:24])([F:23])[F:22])[CH:15]=1)(=[O:12])=[O:11], predict the reactants needed to synthesize it.